Task: Predict the reactants needed to synthesize the given product.. Dataset: Full USPTO retrosynthesis dataset with 1.9M reactions from patents (1976-2016) (1) Given the product [Cl:1][C:2]1[CH:7]=[CH:6][CH:5]=[CH:4][C:3]=1[CH2:8][CH2:9][NH:10][S:27]([C:22]1[CH:23]=[CH:24][CH:25]=[CH:26][C:21]=1[N+:18]([O-:20])=[O:19])(=[O:28])=[O:29], predict the reactants needed to synthesize it. The reactants are: [Cl:1][C:2]1[CH:7]=[CH:6][CH:5]=[CH:4][C:3]=1[CH2:8][CH2:9][NH2:10].C(N(CC)CC)C.[N+:18]([C:21]1[CH:26]=[CH:25][CH:24]=[CH:23][C:22]=1[S:27](Cl)(=[O:29])=[O:28])([O-:20])=[O:19]. (2) Given the product [C:94]([O:98][C:99](=[O:106])[NH:100][C@@H:101]1[CH2:105][CH2:104][N:103]([C:63]2[N:62]=[C:61]3[C:57]([N:58]=[CH:59][N:60]3[C@@H:74]3[CH2:78][C@H:77]([N:79]4[N:80]=[C:81]([CH2:82][CH3:84])[CH:2]=[N:3]4)[C@@H:76]([OH:86])[C@H:75]3[OH:87])=[C:56]([NH:55][CH2:54][CH:53]([C:47]3[CH:48]=[CH:49][CH:50]=[CH:51][CH:52]=3)[C:88]3[CH:89]=[CH:90][CH:91]=[CH:92][CH:93]=3)[N:64]=2)[CH2:102]1)([CH3:97])([CH3:95])[CH3:96], predict the reactants needed to synthesize it. The reactants are: Cl[C:2]1N=C2C(N=CN2C2CC(N3C=C(CC)N=N3)C(O)C2O)=C(NCC(C2C=CC=CC=2)C2C=CC=CC=2)[N:3]=1.FC(F)(F)C(O)=O.[C:47]1([CH:53]([C:88]2[CH:93]=[CH:92][CH:91]=[CH:90][CH:89]=2)[CH2:54][NH:55][C:56]2[N:64]=[C:63](NCCN3CCCCC3)[N:62]=[C:61]3[C:57]=2[N:58]=[CH:59][N:60]3[C@@H:74]2[CH2:78][C@H:77]([N:79]3C=[C:82]([CH2:84]O)[CH:81]=[N:80]3)[C@@H:76]([OH:86])[C@H:75]2[OH:87])[CH:52]=[CH:51][CH:50]=[CH:49][CH:48]=1.[C:94]([O:98][C:99](=[O:106])[NH:100][C@@H:101]1[CH2:105][CH2:104][NH:103][CH2:102]1)([CH3:97])([CH3:96])[CH3:95]. (3) The reactants are: Br[CH:2]1[C:12]2=[C:13]3[C:8](=[CH:9][CH:10]=[CH:11]2)[CH:7]=[CH:6][CH:5]=[C:4]3[CH2:3]1.COC([CH2:18][N:19]1[C:32]2[C:27](=[CH:28][CH:29]=[CH:30][CH:31]=2)[C:21]2([CH2:26][CH2:25][NH:24][CH2:23][CH2:22]2)[C:20]1=[O:33])=O.[C:34](=[O:37])([O-])[O-:35].[K+].[K+].[CH3:40]N(C)C=O. Given the product [CH3:40][C:34]([O:35][CH2:18][N:19]1[C:32]2[C:27](=[CH:28][C:29]([CH:2]3[C:12]4=[C:13]5[C:8](=[CH:9][CH:10]=[CH:11]4)[CH:7]=[CH:6][CH:5]=[C:4]5[CH2:3]3)=[CH:30][CH:31]=2)[C:21]2([CH2:22][CH2:23][NH:24][CH2:25][CH2:26]2)[C:20]1=[O:33])=[O:37], predict the reactants needed to synthesize it. (4) Given the product [CH3:1][O:2][C:3]1[CH:8]=[CH:7][C:6]([N+:15]([O-:17])=[O:16])=[CH:5][C:4]=1[N:9]1[CH2:14][CH2:13][NH:12][CH2:11][CH2:10]1, predict the reactants needed to synthesize it. The reactants are: [CH3:1][O:2][C:3]1[CH:8]=[CH:7][CH:6]=[CH:5][C:4]=1[N:9]1[CH2:14][CH2:13][NH:12][CH2:11][CH2:10]1.[N+:15]([O-])([O-:17])=[O:16].[K+]. (5) Given the product [CH3:11][O:12][C:13](=[O:24])[C:14]1[CH:19]=[C:18]([O:7][CH2:3][CH2:4][CH2:5][CH3:6])[CH:17]=[CH:16][C:15]=1[N+:21]([O-:23])=[O:22], predict the reactants needed to synthesize it. The reactants are: [H-].[Na+].[CH2:3]([OH:7])[CH2:4][CH2:5][CH3:6].C(=O)=O.[CH3:11][O:12][C:13](=[O:24])[C:14]1[CH:19]=[C:18](F)[CH:17]=[CH:16][C:15]=1[N+:21]([O-:23])=[O:22]. (6) The reactants are: [F:1][CH2:2][CH:3]([N:6]1[CH2:10][C@@H:9]([C:11]2[CH:16]=[CH:15][CH:14]=[CH:13][CH:12]=2)[C@H:8]([NH:17]C(=O)OC(C)(C)C)[CH2:7]1)[CH2:4][F:5].[ClH:25]. Given the product [ClH:25].[F:5][CH2:4][CH:3]([N:6]1[CH2:10][C@@H:9]([C:11]2[CH:16]=[CH:15][CH:14]=[CH:13][CH:12]=2)[C@H:8]([NH2:17])[CH2:7]1)[CH2:2][F:1], predict the reactants needed to synthesize it.